From a dataset of Catalyst prediction with 721,799 reactions and 888 catalyst types from USPTO. Predict which catalyst facilitates the given reaction. Reactant: [Cl:1][C:2]1[CH:10]=[CH:9][C:5]([CH2:6][C:7]#[N:8])=[CH:4][CH:3]=1.[C:11]([O:15][C:16](=[O:24])[N:17]([CH2:21][CH2:22]Cl)[CH2:18][CH2:19]Cl)([CH3:14])([CH3:13])[CH3:12].[H-].[Na+]. Product: [C:11]([O:15][C:16]([N:17]1[CH2:21][CH2:22][C:6]([C:5]2[CH:9]=[CH:10][C:2]([Cl:1])=[CH:3][CH:4]=2)([C:7]#[N:8])[CH2:19][CH2:18]1)=[O:24])([CH3:14])([CH3:13])[CH3:12]. The catalyst class is: 9.